Dataset: NCI-60 drug combinations with 297,098 pairs across 59 cell lines. Task: Regression. Given two drug SMILES strings and cell line genomic features, predict the synergy score measuring deviation from expected non-interaction effect. (1) Drug 1: CC1OCC2C(O1)C(C(C(O2)OC3C4COC(=O)C4C(C5=CC6=C(C=C35)OCO6)C7=CC(=C(C(=C7)OC)O)OC)O)O. Drug 2: C1=NC2=C(N=C(N=C2N1C3C(C(C(O3)CO)O)F)Cl)N. Cell line: HL-60(TB). Synergy scores: CSS=91.6, Synergy_ZIP=4.12, Synergy_Bliss=3.74, Synergy_Loewe=2.99, Synergy_HSA=5.45. (2) Drug 1: CC1C(C(CC(O1)OC2CC(CC3=C2C(=C4C(=C3O)C(=O)C5=C(C4=O)C(=CC=C5)OC)O)(C(=O)CO)O)N)O.Cl. Drug 2: CCC1=CC2CC(C3=C(CN(C2)C1)C4=CC=CC=C4N3)(C5=C(C=C6C(=C5)C78CCN9C7C(C=CC9)(C(C(C8N6C)(C(=O)OC)O)OC(=O)C)CC)OC)C(=O)OC.C(C(C(=O)O)O)(C(=O)O)O. Cell line: A549. Synergy scores: CSS=36.9, Synergy_ZIP=0.761, Synergy_Bliss=-2.42, Synergy_Loewe=-1.16, Synergy_HSA=-0.780. (3) Drug 1: COC1=CC(=CC(=C1O)OC)C2C3C(COC3=O)C(C4=CC5=C(C=C24)OCO5)OC6C(C(C7C(O6)COC(O7)C8=CC=CS8)O)O. Drug 2: C1C(C(OC1N2C=NC3=C2NC=NCC3O)CO)O. Cell line: A498. Synergy scores: CSS=27.0, Synergy_ZIP=-2.89, Synergy_Bliss=1.92, Synergy_Loewe=-21.3, Synergy_HSA=1.49. (4) Drug 1: CC1=CC2C(CCC3(C2CCC3(C(=O)C)OC(=O)C)C)C4(C1=CC(=O)CC4)C. Drug 2: C1=CC(=CC=C1CC(C(=O)O)N)N(CCCl)CCCl.Cl. Cell line: K-562. Synergy scores: CSS=23.0, Synergy_ZIP=-1.06, Synergy_Bliss=3.10, Synergy_Loewe=-2.47, Synergy_HSA=-1.87. (5) Drug 1: CC12CCC3C(C1CCC2=O)CC(=C)C4=CC(=O)C=CC34C. Drug 2: C1=NNC2=C1C(=O)NC=N2. Cell line: HT29. Synergy scores: CSS=24.8, Synergy_ZIP=1.47, Synergy_Bliss=5.74, Synergy_Loewe=-38.6, Synergy_HSA=3.45. (6) Drug 1: CC1=C(C=C(C=C1)NC2=NC=CC(=N2)N(C)C3=CC4=NN(C(=C4C=C3)C)C)S(=O)(=O)N.Cl. Drug 2: C(=O)(N)NO. Cell line: NCI-H522. Synergy scores: CSS=8.64, Synergy_ZIP=-2.13, Synergy_Bliss=2.15, Synergy_Loewe=2.61, Synergy_HSA=2.45.